This data is from Reaction yield outcomes from USPTO patents with 853,638 reactions. The task is: Predict the reaction yield, written as a fraction of the theoretical maximum amount of product (1.0 means a 100% yield; for example, 0.34 means a 34% yield). The reactants are [Cl:1][C:2]1[C:14]([Cl:15])=[CH:13][C:12]([Cl:16])=[C:11]2[C:3]=1[C:4]1[CH2:5][CH2:6][CH2:7][C:8](=[O:17])[C:9]=1[NH:10]2.[C:18]([Si](C)(C)C)([F:21])([F:20])[F:19].[F-].[Cs+]. The catalyst is C1COCC1. The product is [Cl:1][C:2]1[C:14]([Cl:15])=[CH:13][C:12]([Cl:16])=[C:11]2[C:3]=1[C:4]1[CH2:5][CH2:6][CH2:7][C:8]([C:18]([F:21])([F:20])[F:19])([OH:17])[C:9]=1[NH:10]2. The yield is 0.320.